The task is: Binary Classification. Given a miRNA mature sequence and a target amino acid sequence, predict their likelihood of interaction.. This data is from Experimentally validated miRNA-target interactions with 360,000+ pairs, plus equal number of negative samples. (1) The miRNA is hsa-miR-3938 with sequence AAUUCCCUUGUAGAUAACCCGG. The protein sequence of the target gene is MTPEEWTYLMVLLISIPVGFLFKKAGPGLKRWGAAAVGLGLTLFTCGPHSLHSLITILGTWALIQAQPCSCHALALAWTFSYLLFFRALSLLGLPTPTPFTNAVQLLLTLKLVSLASEVQDLHLAQRKEIASGFHKEPTLGLLPEVPSLMETLSYSYCYVGIMTGPFFRYRTYLDWLEQPFPEAVPSLRPLLRRAWPAPLFGLLFLLSSHLFPLEAVREDAFYARPLPTRLFYMIPVFFAFRMRFYVAWIAAECGCIAAGFGAYPVAAKARAGGGPTLQCPPPSSPEIAASLEYDYETIR.... Result: 0 (no interaction). (2) The miRNA is hsa-miR-7844-5p with sequence AAAACUAGGACUGUGUGGUGUA. The protein sequence of the target gene is MAAQVAPAAASSLGNPPPPPSELKKAEQQQREEAGGEAAAAAAERGEMKAAAGQESEGPAVGPPQPLGKELQDGAESNGGGGGGGAGSGGGPGAEPDLKNSNGNAGPRPALNNNLPEPPGGGGGGGSSSSDGVGAPPHSAAAALPPPAYGFGQAYGRSPSAVAAAAAAVFHQQHGGQQSPGLAALQSGGGGGLEPYAGPQQNSHDHGFPNHQYNSYYPNRSAYPPPPQAYALSSPRGGTPGSGAAAAAGSKPPPSSSASASSSSSSFAQQRFGAMGGGGPSAAGGGTPQPTATPTLNQLL.... Result: 0 (no interaction).